This data is from Forward reaction prediction with 1.9M reactions from USPTO patents (1976-2016). The task is: Predict the product of the given reaction. Given the reactants Br[C:2]1[CH:7]=[CH:6][C:5]([F:8])=[CH:4][C:3]=1[N:9]1[CH:13]=[CH:12][N:11]=[N:10]1.[C:14]([Cu])#[N:15], predict the reaction product. The product is: [F:8][C:5]1[CH:6]=[CH:7][C:2]([C:14]#[N:15])=[C:3]([N:9]2[CH:13]=[CH:12][N:11]=[N:10]2)[CH:4]=1.